This data is from Catalyst prediction with 721,799 reactions and 888 catalyst types from USPTO. The task is: Predict which catalyst facilitates the given reaction. (1) Reactant: [Na].CS([O:6][CH2:7][C:8]1[C:17]2[C@@H:18]([C:26]3[CH:31]=[CH:30][C:29]([C:32]([F:35])([F:34])[F:33])=[CH:28][CH:27]=3)[O:19][C:20]3([CH2:25][CH2:24][O:23][CH2:22][CH2:21]3)[C:16]=2[C:15]2[C@@H:14]([O:36][Si:37]([C:40]([CH3:43])([CH3:42])[CH3:41])([CH3:39])[CH3:38])[CH2:13][C:12]([CH3:45])([CH3:44])[CH2:11][C:10]=2[N:9]=1)(=O)=O.[CH3:46]O. Product: [Si:37]([O:36][C@H:14]1[CH2:13][C:12]([CH3:45])([CH3:44])[CH2:11][C:10]2[N:9]=[C:8]([CH2:7][O:6][CH3:46])[C:17]3[C@@H:18]([C:26]4[CH:31]=[CH:30][C:29]([C:32]([F:35])([F:34])[F:33])=[CH:28][CH:27]=4)[O:19][C:20]4([CH2:25][CH2:24][O:23][CH2:22][CH2:21]4)[C:16]=3[C:15]1=2)([C:40]([CH3:43])([CH3:42])[CH3:41])([CH3:39])[CH3:38]. The catalyst class is: 27. (2) Reactant: [CH2:1]([N:3]([CH2:18][CH3:19])[C:4]1[CH:5]=[C:6]2[C:10](=[CH:11][CH:12]=1)[NH:9][C:8]([C:13]([O:15]CC)=[O:14])=[CH:7]2)[CH3:2].[Li+].[OH-].Cl. Product: [CH2:18]([N:3]([CH2:1][CH3:2])[C:4]1[CH:5]=[C:6]2[C:10](=[CH:11][CH:12]=1)[NH:9][C:8]([C:13]([OH:15])=[O:14])=[CH:7]2)[CH3:19]. The catalyst class is: 87. (3) Reactant: CS(O[CH2:6][CH:7]1[N:12]2[C:13]3[CH:14]=[CH:15][CH:16]=[C:17]([F:20])[C:18]=3[CH:19]=[C:11]2[C:10]2[N:21]=[C:22]([Cl:25])[CH:23]=[CH:24][C:9]=2[O:8]1)(=O)=O.[N-:26]=[N+:27]=[N-:28].[Na+].O. Product: [N:26]([CH2:6][CH:7]1[N:12]2[C:13]3[CH:14]=[CH:15][CH:16]=[C:17]([F:20])[C:18]=3[CH:19]=[C:11]2[C:10]2[N:21]=[C:22]([Cl:25])[CH:23]=[CH:24][C:9]=2[O:8]1)=[N+:27]=[N-:28]. The catalyst class is: 3. (4) Reactant: N[C:2]1[CH:3]=[C:4]2[C:8](=[CH:9][CH:10]=1)[NH:7][N:6]=[CH:5]2.Cl.N([O-])=O.[Na+].[I-:16].[K+]. Product: [I:16][C:2]1[CH:3]=[C:4]2[C:8](=[CH:9][CH:10]=1)[NH:7][N:6]=[CH:5]2. The catalyst class is: 6. (5) Reactant: Cl[C:2]1[CH:15]=[CH:14][C:5]([C:6]([C:8]2[CH:13]=[CH:12][CH:11]=[CH:10][CH:9]=2)=[O:7])=[CH:4][C:3]=1[N+:16]([O-:18])=[O:17].[C:19]([NH:26][CH:27]1[CH2:32][CH2:31][NH:30][CH2:29][CH2:28]1)([O:21][C:22]([CH3:25])([CH3:24])[CH3:23])=[O:20]. Product: [C:6]([C:5]1[CH:14]=[CH:15][C:2]([N:30]2[CH2:29][CH2:28][CH:27]([NH:26][C:19](=[O:20])[O:21][C:22]([CH3:24])([CH3:23])[CH3:25])[CH2:32][CH2:31]2)=[C:3]([N+:16]([O-:18])=[O:17])[CH:4]=1)(=[O:7])[C:8]1[CH:13]=[CH:12][CH:11]=[CH:10][CH:9]=1. The catalyst class is: 37. (6) Reactant: Br[C:2]1[C:10]2[C:5](=[CH:6][CH:7]=[C:8]([C:11](=[O:22])[NH:12][CH:13]([C:16]3[CH:21]=[CH:20][CH:19]=[CH:18][CH:17]=3)[CH2:14][CH3:15])[CH:9]=2)[N:4]([CH2:23][C:24]2[CH:29]=[CH:28][C:27]([C:30]3[C:31]([C:36]([O:38][C:39]([CH3:42])([CH3:41])[CH3:40])=[O:37])=[CH:32][CH:33]=[CH:34][CH:35]=3)=[CH:26][CH:25]=2)[N:3]=1.[CH3:43]B1OB(C)OB(C)O1.C(=O)([O-])[O-].[K+].[K+].O1CCOCC1. Product: [CH3:43][C:2]1[C:10]2[C:5](=[CH:6][CH:7]=[C:8]([C:11](=[O:22])[NH:12][CH:13]([C:16]3[CH:21]=[CH:20][CH:19]=[CH:18][CH:17]=3)[CH2:14][CH3:15])[CH:9]=2)[N:4]([CH2:23][C:24]2[CH:29]=[CH:28][C:27]([C:30]3[C:31]([C:36]([O:38][C:39]([CH3:42])([CH3:41])[CH3:40])=[O:37])=[CH:32][CH:33]=[CH:34][CH:35]=3)=[CH:26][CH:25]=2)[N:3]=1. The catalyst class is: 103. (7) Product: [C:20]([O:24][C:25](=[O:34])[N:26]([CH:27]1[CH2:28][CH2:29][N:30]([CH2:2][C:3]2[S:11][C:10]3[C:9]([N:12]4[CH2:17][CH2:16][O:15][CH2:14][CH2:13]4)=[N:8][C:7]([Cl:18])=[N:6][C:5]=3[CH:4]=2)[CH2:31][CH2:32]1)[CH3:33])([CH3:23])([CH3:21])[CH3:22]. The catalyst class is: 3. Reactant: Br[CH2:2][C:3]1[S:11][C:10]2[C:9]([N:12]3[CH2:17][CH2:16][O:15][CH2:14][CH2:13]3)=[N:8][C:7]([Cl:18])=[N:6][C:5]=2[CH:4]=1.O.[C:20]([O:24][C:25](=[O:34])[N:26]([CH3:33])[CH:27]1[CH2:32][CH2:31][NH:30][CH2:29][CH2:28]1)([CH3:23])([CH3:22])[CH3:21].C(=O)([O-])[O-].[Cs+].[Cs+].